From a dataset of Full USPTO retrosynthesis dataset with 1.9M reactions from patents (1976-2016). Predict the reactants needed to synthesize the given product. Given the product [CH3:1][C:2]1[C:6](/[CH:7]=[CH:27]/[C:28]([O:30][CH2:31][CH3:32])=[O:29])=[CH:5][N:4]([C:9]2[CH:14]=[CH:13][C:12]([C:15]([F:18])([F:17])[F:16])=[CH:11][N:10]=2)[N:3]=1, predict the reactants needed to synthesize it. The reactants are: [CH3:1][C:2]1[C:6]([CH:7]=O)=[CH:5][N:4]([C:9]2[CH:14]=[CH:13][C:12]([C:15]([F:18])([F:17])[F:16])=[CH:11][N:10]=2)[N:3]=1.C(OP([CH2:27][C:28]([O:30][CH2:31][CH3:32])=[O:29])(OCC)=O)C.CN(C)C=O.[H-].[Na+].